This data is from Reaction yield outcomes from USPTO patents with 853,638 reactions. The task is: Predict the reaction yield, written as a fraction of the theoretical maximum amount of product (1.0 means a 100% yield; for example, 0.34 means a 34% yield). The reactants are [I:1][C:2]1[C:10]2[C:9](=[O:11])[NH:8][C:7]([NH:12][C:13](=[O:18])[C:14]([CH3:17])([CH3:16])[CH3:15])=[N:6][C:5]=2[N:4]([CH3:19])[C:3]=1I. The catalyst is C(O)(=O)C.O.[Zn]. The product is [I:1][C:2]1[C:10]2[C:9](=[O:11])[NH:8][C:7]([NH:12][C:13](=[O:18])[C:14]([CH3:15])([CH3:17])[CH3:16])=[N:6][C:5]=2[N:4]([CH3:19])[CH:3]=1. The yield is 0.780.